This data is from Catalyst prediction with 721,799 reactions and 888 catalyst types from USPTO. The task is: Predict which catalyst facilitates the given reaction. (1) Reactant: CS([O:5][CH2:6][C:7]1[CH:24]=[CH:23][C:10]2[CH2:11][CH2:12][N:13]([C:16]([O:18][C:19]([CH3:22])([CH3:21])[CH3:20])=[O:17])[CH2:14][CH2:15][C:9]=2[CH:8]=1)(=O)=O.O=[C:26]1[CH:31]=[N:30][C:29]([C:32]([O:34][CH3:35])=[O:33])=[CH:28][NH:27]1.C(=O)([O-])[O-].[Cs+].[Cs+].O. Product: [CH3:35][O:34][C:32]([C:29]1[N:30]=[CH:31][C:26]([O:5][CH2:6][C:7]2[CH:24]=[CH:23][C:10]3[CH2:11][CH2:12][N:13]([C:16]([O:18][C:19]([CH3:22])([CH3:21])[CH3:20])=[O:17])[CH2:14][CH2:15][C:9]=3[CH:8]=2)=[N:27][CH:28]=1)=[O:33]. The catalyst class is: 9. (2) Reactant: [NH2:1][C:2]1[N:7]=[C:6]([C:8]2[CH:13]=[CH:12][C:11]([CH2:14][C@H:15]([NH:19][C:20]([O:22][C:23]([CH3:26])([CH3:25])[CH3:24])=[O:21])[C:16]([OH:18])=[O:17])=[CH:10][CH:9]=2)[CH:5]=[C:4]([O:27][C@@H:28]([C:33]2[CH:38]=[CH:37][C:36](Br)=[CH:35][CH:34]=2)[C:29]([F:32])([F:31])[F:30])[N:3]=1.[F:40][C:41]1[CH:46]=[C:45](B(O)O)[CH:44]=[CH:43][N:42]=1.C(#N)C.C(=O)([O-])[O-].[Na+].[Na+]. Product: [NH2:1][C:2]1[N:7]=[C:6]([C:8]2[CH:13]=[CH:12][C:11]([CH2:14][C@H:15]([NH:19][C:20]([O:22][C:23]([CH3:26])([CH3:25])[CH3:24])=[O:21])[C:16]([OH:18])=[O:17])=[CH:10][CH:9]=2)[CH:5]=[C:4]([O:27][C@@H:28]([C:33]2[CH:38]=[CH:37][C:36]([C:45]3[CH:44]=[CH:43][N:42]=[C:41]([F:40])[CH:46]=3)=[CH:35][CH:34]=2)[C:29]([F:32])([F:31])[F:30])[N:3]=1. The catalyst class is: 189. (3) Reactant: C(OC([NH:8][C:9]1[CH:14]=[CH:13][CH:12]=[CH:11][C:10]=1[NH:15][C:16](=[O:30])[C:17]1[CH:22]=[CH:21][C:20]([N:23]2[CH2:28][CH2:27][N:26]([CH3:29])[CH2:25][CH2:24]2)=[CH:19][CH:18]=1)=O)(C)(C)C.C(OCC)C. Product: [NH2:8][C:9]1[CH:14]=[CH:13][CH:12]=[CH:11][C:10]=1[NH:15][C:16](=[O:30])[C:17]1[CH:18]=[CH:19][C:20]([N:23]2[CH2:24][CH2:25][N:26]([CH3:29])[CH2:27][CH2:28]2)=[CH:21][CH:22]=1. The catalyst class is: 33. (4) The catalyst class is: 1. Product: [C:1]([N:8]1[CH2:13][CH2:12][N:11]([C:21]([O:23][CH2:24][CH:25]2[C:26]3[C:31](=[CH:30][CH:29]=[CH:28][CH:27]=3)[C:32]3[C:37]2=[CH:36][CH:35]=[CH:34][CH:33]=3)=[O:22])[CH:10]([CH2:14][C:15]([OH:17])=[O:16])[CH2:9]1)([O:3][C:4]([CH3:5])([CH3:6])[CH3:7])=[O:2]. Reactant: [C:1]([N:8]1[CH2:13][CH2:12][NH:11][CH:10]([CH2:14][C:15]([O:17]C)=[O:16])[CH2:9]1)([O:3][C:4]([CH3:7])([CH3:6])[CH3:5])=[O:2].[OH-].[Na+].[C:21](Cl)([O:23][CH2:24][CH:25]1[C:37]2[C:32](=[CH:33][CH:34]=[CH:35][CH:36]=2)[C:31]2[C:26]1=[CH:27][CH:28]=[CH:29][CH:30]=2)=[O:22].Cl. (5) Reactant: [Cl:1][C:2]1[CH:8]=[C:7]([O:9][C:10]2[C:19]3[C:14](=[CH:15][C:16]([O:22][CH3:23])=[C:17]([O:20][CH3:21])[CH:18]=3)[N:13]=[CH:12][N:11]=2)[CH:6]=[CH:5][C:3]=1[NH2:4].Cl[C:25](Cl)([O:27][C:28](=[O:34])OC(Cl)(Cl)Cl)Cl.[CH:36]1(CO)[CH2:41][CH2:40][CH2:39][CH2:38][CH2:37]1.C(=O)(O)[O-].[Na+]. Product: [Cl:1][C:2]1[CH:8]=[C:7]([O:9][C:10]2[C:19]3[C:14](=[CH:15][C:16]([O:22][CH3:23])=[C:17]([O:20][CH3:21])[CH:18]=3)[N:13]=[CH:12][N:11]=2)[CH:6]=[CH:5][C:3]=1[NH:4][C:28](=[O:34])[O:27][CH2:25][CH:36]1[CH2:41][CH2:40][CH2:39][CH2:38][CH2:37]1. The catalyst class is: 208. (6) Reactant: Br[CH2:2][CH:3](OCC)OCC.Cl.C([O-])(O)=O.[Na+].[NH2:16][C:17]1[CH:18]=[C:19]([CH:24]=[CH:25][N:26]=1)[C:20]([O:22][CH3:23])=[O:21]. Product: [N:16]1[CH:2]=[CH:3][N:26]2[CH:25]=[CH:24][C:19]([C:20]([O:22][CH3:23])=[O:21])=[CH:18][C:17]=12. The catalyst class is: 6.